This data is from Forward reaction prediction with 1.9M reactions from USPTO patents (1976-2016). The task is: Predict the product of the given reaction. (1) Given the reactants [NH:1]1[C:5]2[CH:6]=[CH:7][CH:8]=[CH:9][C:4]=2[N:3]=[C:2]1[CH2:10][N:11]1[C@H:24]2[C@@H:15]([CH2:16][CH2:17][C:18]3[C:23]2=[N:22][CH:21]=[CH:20][CH:19]=3)[CH2:14][CH2:13][CH2:12]1.C(=O)([O-])[O-].[K+].[K+].Cl.Cl[CH2:33][CH:34]1[CH2:39][CH2:38][CH2:37][N:36]([CH3:40])[CH2:35]1.[I-].[K+], predict the reaction product. The product is: [CH3:40][N:36]1[CH2:37][CH2:38][CH2:39][CH:34]([CH2:33][N:1]2[C:5]3[CH:6]=[CH:7][CH:8]=[CH:9][C:4]=3[N:3]=[C:2]2[CH2:10][N:11]2[C@H:24]3[C@@H:15]([CH2:16][CH2:17][C:18]4[C:23]3=[N:22][CH:21]=[CH:20][CH:19]=4)[CH2:14][CH2:13][CH2:12]2)[CH2:35]1. (2) Given the reactants Br[C:2]1[CH:3]=[C:4]([CH2:8][C:9]([O:11][CH3:12])=[O:10])[CH:5]=[CH:6][CH:7]=1.CC1(C)C(C)(C)OB([C:21]2[CH2:26][CH2:25][N:24]([C:27]([O:29][C:30]([CH3:33])([CH3:32])[CH3:31])=[O:28])[CH2:23][CH:22]=2)O1.C([O-])([O-])=O.[K+].[K+], predict the reaction product. The product is: [CH3:12][O:11][C:9](=[O:10])[CH2:8][C:4]1[CH:3]=[C:2]([C:21]2[CH2:26][CH2:25][N:24]([C:27]([O:29][C:30]([CH3:33])([CH3:32])[CH3:31])=[O:28])[CH2:23][CH:22]=2)[CH:7]=[CH:6][CH:5]=1. (3) Given the reactants [NH:1]1[C:9]2[C:4](=[CH:5][CH:6]=[CH:7][CH:8]=2)[C:3](/[CH:10]=[C:11]2\[O:12][C:13]3[C:20]([CH2:21][CH2:22][CH:23]4[CH2:28][CH2:27][N:26](C(OC(C)(C)C)=O)[CH2:25][CH2:24]4)=[C:19]([O:36][CH3:37])[CH:18]=[CH:17][C:14]=3[C:15]\2=[O:16])=[N:2]1.Cl, predict the reaction product. The product is: [NH:1]1[C:9]2[C:4](=[CH:5][CH:6]=[CH:7][CH:8]=2)[C:3](/[CH:10]=[C:11]2\[O:12][C:13]3[C:20]([CH2:21][CH2:22][CH:23]4[CH2:24][CH2:25][NH:26][CH2:27][CH2:28]4)=[C:19]([O:36][CH3:37])[CH:18]=[CH:17][C:14]=3[C:15]\2=[O:16])=[N:2]1. (4) Given the reactants [CH3:1][O:2][C:3]1[CH:15]=[CH:14][CH:13]=[C:12]([O:16][CH3:17])[C:4]=1[O:5][CH2:6][C:7]([O:9][CH2:10][CH3:11])=[O:8].[N+:18]([O-])([OH:20])=[O:19], predict the reaction product. The product is: [CH3:17][O:16][C:12]1[CH:13]=[C:14]([N+:18]([O-:20])=[O:19])[CH:15]=[C:3]([O:2][CH3:1])[C:4]=1[O:5][CH2:6][C:7]([O:9][CH2:10][CH3:11])=[O:8].